Regression. Given a target protein amino acid sequence and a drug SMILES string, predict the binding affinity score between them. We predict pKd (pKd = -log10(Kd in M); higher means stronger binding). Dataset: bindingdb_kd. From a dataset of Drug-target binding data from BindingDB using Kd measurements. (1) The drug is CC[C@H](C)[C@H](NC(=O)[C@@H]1CCCN1C(=O)[C@H](CO)NC(=O)[C@@H](N)CO)C(=O)N[C@@H](Cc1ccc(OP(=O)(O)O)cc1)C(=O)N[C@@H](CCC(=O)O)C(=O)N[C@@H](CC(=O)O)C(=O)N[C@@H](C)C(=O)N[C@@H](C)C(=O)O. The target protein sequence is SLEKHSWYHGPVSRNAAEYLLSSGINGSFLVRESESSPGQRSISLRYEGRVYHYRINTASDGKLYVSSESRFNTLAELVHHHSTVADGLITTLHYPAPKRNKPTVY. The pKd is 6.6. (2) The drug is CO[C@]12CC[C@@]3(C[C@@H]1C(C)(C)O)[C@H]1Cc4ccc(O)c5c4[C@@]3(CCN1CC1CC1)[C@H]2O5. The target protein sequence is MDSPIQIFRGEPGPTCAPSACLPPNSSAWFPGWAEPDSNGSAGSEDAQLEPAHISPAIPVIITAVYSVVFVVGLVGNSLVMFVIIRYTKMKTATNIYIFNLALADALVTTTMPFQSTVYLMNSWPFGDVLCKIVISIDAYNMFTSIFTLTMMSVDRYIAVCHPVKALDFRTPLKAKIINICIWLLSSSVGISAIVLGGTKVREDVDVIECSLQFPDDDYSWWDLFMKICVFIFAFVIPVLIIIVCYTLMILRLKSVRLLSGSREKDRNLRRITRLVLVVVAVFVVCWTPIHIFILVEALGSTSHSTAALSSYYFCIALGYTNSSLNPILYAFLDENFKRCFRDFCFPLKMRMERQSTSRVRNTVQDPAYLRDIDGMNKPV. The pKd is 8.4. (3) The small molecule is CCCCC(NC(=O)[C@H](NC(=O)CNC(=O)[C@@H](CCC(N)=O)NC(=O)[C@H](N)CO)[C@H](C)O)C(=O)N[C@@H](C(=O)N[C@H](CO)C(=O)N[C@H](CCC(=O)O)C(=O)N[C@H](Cc1ccc(O)cc1)C(=O)N[C@H](CO)C(=O)N[C@H](CCCCN)C(=O)N[C@H](Cc1ccc(O)cc1)C(=O)N[C@H](CC(C)C)C(=O)N[C@H](CC(=O)O)C(=O)N[C@H](CO)C(=O)N[C@H](CCCNC(=N)N)C(=O)N[C@H](CCCNC(=N)N)C(=O)N[C@H](C)C(=O)N[C@H](CCC(N)=O)C(=O)N[C@H](CC(=O)O)C(=O)N[C@H](Cc1ccccc1)C(=O)N[C@@H](C(=O)N[C@H](CCC(N)=O)C(=O)N[C@H](Cc1c[nH]c2ccccc12)C(=O)N[C@H](CC(C)C)C(=O)N[C@H](CCSC)C(=O)N[C@H](CC(N)=O)C(=O)N[C@@H](C(N)=O)[C@H](C)O)C(C)C)[C@H](C)O. The target protein (P30082) has sequence MLLTQLHCPYLLLLLVVLSCLPKAPSAQVMDFLFEKWKLYSDQCHHNLSLLPPPTELVCNRTFDKYSCWPDTPPNTTANISCPWYLPWYHKVQHRLVFKRCGPDGQWVRGPRGQSWRDASQCQMDDDEIEVQKGVAKMYSSYQVMYTVGYSLSLGALLLALVILLGLRKLHCTRNYIHGNLFASFVLKAGSVLVIDWLLKTRYSQKIGDDLSVSVWLSDGAVAGCRVATVIMQYGIIANYCWLLVEGVYLYSLLSITTFSEKSFFSLYLCIGWGSPLLFVIPWVVVKCLFENVQCWTSNDNMGFWWILRIPVLLAILINFFIFVRIIHLLVAKLRAHQMHYADYKFRLARSTLTLIPLLGVHEVVFAFVTDEHAQGTLRSTKLFFDLFFSSFQGLLVAVLYCFLNKEVQAELLRRWRRWQEGKALQEERMASSHGSHMAPAGTCHGDPCEKLQLMSAGSSSGTGCEPSAKTSLASSLPRLADSPT. The pKd is 6.3.